Dataset: Reaction yield outcomes from USPTO patents with 853,638 reactions. Task: Predict the reaction yield, written as a fraction of the theoretical maximum amount of product (1.0 means a 100% yield; for example, 0.34 means a 34% yield). (1) The reactants are [Cl:1][C:2]1[CH:3]=[CH:4][C:5]([N+:12]([O-:14])=[O:13])=[C:6]2[C:11]=1[CH2:10][NH:9][CH2:8][CH2:7]2.[OH-].[Na+].[CH3:17][C:18]([O:21][C:22](O[C:22]([O:21][C:18]([CH3:20])([CH3:19])[CH3:17])=[O:23])=[O:23])([CH3:20])[CH3:19].O. The catalyst is C1COCC1. The product is [Cl:1][C:2]1[CH:3]=[CH:4][C:5]([N+:12]([O-:14])=[O:13])=[C:6]2[C:11]=1[CH2:10][N:9]([C:22]([O:21][C:18]([CH3:20])([CH3:19])[CH3:17])=[O:23])[CH2:8][CH2:7]2. The yield is 0.720. (2) The reactants are [Cl:1][C:2]1[CH:3]=[C:4]2[C:10]([C:11]3[N:16]=[C:15]([NH:17][C@H:18]4[CH2:22][CH2:21][N:20]([S:23]([CH3:26])(=[O:25])=[O:24])[CH2:19]4)[C:14]([F:27])=[CH:13][N:12]=3)=[CH:9][NH:8][C:5]2=[N:6][CH:7]=1.[CH2:28](S(Cl)(=O)=O)[CH2:29]C. No catalyst specified. The product is [Cl:1][C:2]1[CH:3]=[C:4]2[C:10]([C:11]3[N:16]=[C:15]([NH:17][C@H:18]4[CH2:22][CH2:21][N:20]([S:23]([CH2:26][CH2:28][CH3:29])(=[O:24])=[O:25])[CH2:19]4)[C:14]([F:27])=[CH:13][N:12]=3)=[CH:9][NH:8][C:5]2=[N:6][CH:7]=1. The yield is 0.360. (3) The reactants are [CH2:1]([C:4]1[NH:5][C:6]2[C:11]([CH:12]=1)=[C:10]([C:13]([F:16])([F:15])[F:14])[C:9]([C:17]#[N:18])=[CH:8][CH:7]=2)[CH2:2][CH3:3].Cl[CH2:20][C:21]1[N:25]=[C:24]([C:26]2[CH:31]=[CH:30][CH:29]=[C:28]([C:32]([F:35])([F:34])[F:33])[CH:27]=2)[O:23][N:22]=1.C([O-])([O-])=O.[Cs+].[Cs+].CC#N. The catalyst is CCOC(C)=O. The product is [CH2:1]([C:4]1[N:5]([CH2:20][C:21]2[N:25]=[C:24]([C:26]3[CH:31]=[CH:30][CH:29]=[C:28]([C:32]([F:35])([F:33])[F:34])[CH:27]=3)[O:23][N:22]=2)[C:6]2[C:11]([CH:12]=1)=[C:10]([C:13]([F:15])([F:16])[F:14])[C:9]([C:17]#[N:18])=[CH:8][CH:7]=2)[CH2:2][CH3:3]. The yield is 0.740. (4) The reactants are N1CCC[CH:2]1[C:6](C)=[CH:7][C:8]([O:10][CH3:11])=[O:9].Br[CH2:14][N:15]1[C:19](=[O:20])[C:18]2=[CH:21][CH:22]=[CH:23][CH:24]=[C:17]2[C:16]1=[O:25].Cl.[OH2:27]. The catalyst is CN(C)C=O. The product is [C:19]1(=[O:20])[N:15]([CH2:14][CH:7]([C:6](=[O:27])[CH3:2])[C:8]([O:10][CH3:11])=[O:9])[C:16](=[O:25])[C:17]2=[CH:24][CH:23]=[CH:22][CH:21]=[C:18]12. The yield is 0.680. (5) The reactants are [CH:1]1([C:4]2[C:12]3[CH2:11][CH:10]([C:13]([O:15]C)=[O:14])[CH2:9][CH2:8][C:7]=3[NH:6][N:5]=2)[CH2:3][CH2:2]1.O[Li].O. The catalyst is CO.O. The product is [CH:1]1([C:4]2[C:12]3[CH2:11][CH:10]([C:13]([OH:15])=[O:14])[CH2:9][CH2:8][C:7]=3[NH:6][N:5]=2)[CH2:2][CH2:3]1. The yield is 0.800. (6) The reactants are [CH:1]([NH:4][CH:5]1[CH2:10][CH2:9][N:8]([CH2:11][C:12]2[CH:13]=[N:14][CH:15]=[CH:16][C:17]=2[O:18][CH3:19])[CH2:7][CH2:6]1)([CH3:3])[CH3:2].[C:20]([OH:28])(=[O:27])[C:21]1[CH:26]=[CH:25][CH:24]=[CH:23][CH:22]=1. The catalyst is CC(OC)(C)C. The product is [C:20]([OH:28])(=[O:27])[C:21]1[CH:26]=[CH:25][CH:24]=[CH:23][CH:22]=1.[CH:1]([NH:4][CH:5]1[CH2:6][CH2:7][N:8]([CH2:11][C:12]2[CH:13]=[N:14][CH:15]=[CH:16][C:17]=2[O:18][CH3:19])[CH2:9][CH2:10]1)([CH3:3])[CH3:2]. The yield is 0.820. (7) The reactants are [H-].[Na+].[CH3:3][O:4][CH2:5][CH2:6][OH:7].F[C:9]1[CH:14]=[CH:13][CH:12]=[C:11]([F:15])[N:10]=1. The catalyst is CN(C=O)C. The product is [F:15][C:11]1[CH:12]=[CH:13][CH:14]=[C:9]([O:7][CH2:6][CH2:5][O:4][CH3:3])[N:10]=1. The yield is 0.540. (8) The reactants are [CH3:1][N:2]1[C:11]2[C:6](=[CH:7][CH:8]=[CH:9][CH:10]=2)[CH:5]=[C:4]([C:12](Cl)=[O:13])[C:3]1=[O:15].CN1C2C(=CC=CC=2)C=C(C(O)=O)C1=O.C(Cl)(=O)C(Cl)=O.Cl.[NH2:38][CH2:39][C:40]([O:42][C:43]([CH3:46])([CH3:45])[CH3:44])=[O:41].C(N(C(C)C)CC)(C)C. The catalyst is ClCCl. The product is [CH3:1][N:2]1[C:11]2[C:6](=[CH:7][CH:8]=[CH:9][CH:10]=2)[CH:5]=[C:4]([C:12]([NH:38][CH2:39][C:40]([O:42][C:43]([CH3:46])([CH3:45])[CH3:44])=[O:41])=[O:13])[C:3]1=[O:15]. The yield is 0.270. (9) The reactants are [C:1]([O:5][C:6]([N:8]1[CH2:12][CH2:11][CH2:10][CH:9]1[C:13]1[NH:14][C:15]([C:18]2[CH:23]=[CH:22][C:21]([C:24]3[CH:33]=[CH:32][C:31]4[C:26](=[CH:27][CH:28]=[C:29](B5OC(C)(C)C(C)(C)O5)[CH:30]=4)[CH:25]=3)=[CH:20][CH:19]=2)=[CH:16][N:17]=1)=[O:7])([CH3:4])([CH3:3])[CH3:2].[C:43]([O:47][C:48]([N:50]1[CH:55]([C:56]2[NH:60][C:59]3[CH:61]=[C:62](Br)[CH:63]=[CH:64][C:58]=3[N:57]=2)[CH:54]2[CH2:66][CH:51]1[CH2:52][CH2:53]2)=[O:49])([CH3:46])([CH3:45])[CH3:44].C(=O)([O-])[O-].[K+].[K+]. The catalyst is COCCOC.O.C(OCC)(=O)C.C1C=CC(P(C2C=CC=CC=2)[C-]2C=CC=C2)=CC=1.C1C=CC(P(C2C=CC=CC=2)[C-]2C=CC=C2)=CC=1.Cl[Pd]Cl.[Fe+2].C1C=CC([P]([Pd]([P](C2C=CC=CC=2)(C2C=CC=CC=2)C2C=CC=CC=2)([P](C2C=CC=CC=2)(C2C=CC=CC=2)C2C=CC=CC=2)[P](C2C=CC=CC=2)(C2C=CC=CC=2)C2C=CC=CC=2)(C2C=CC=CC=2)C2C=CC=CC=2)=CC=1. The product is [C:43]([O:47][C:48]([N:50]1[CH:55]([C:56]2[NH:60][C:59]3[CH:61]=[C:62]([C:29]4[CH:28]=[CH:27][C:26]5[C:31](=[CH:32][CH:33]=[C:24]([C:21]6[CH:22]=[CH:23][C:18]([C:15]7[NH:14][C:13]([CH:9]8[CH2:10][CH2:11][CH2:12][N:8]8[C:6]([O:5][C:1]([CH3:4])([CH3:3])[CH3:2])=[O:7])=[N:17][CH:16]=7)=[CH:19][CH:20]=6)[CH:25]=5)[CH:30]=4)[CH:63]=[CH:64][C:58]=3[N:57]=2)[CH:54]2[CH2:66][CH:51]1[CH2:52][CH2:53]2)=[O:49])([CH3:46])([CH3:45])[CH3:44]. The yield is 0.350.